Dataset: Forward reaction prediction with 1.9M reactions from USPTO patents (1976-2016). Task: Predict the product of the given reaction. The product is: [NH2:1][C:2]([CH3:27])([CH3:26])[C@H:3]([NH:8][C:9](=[O:25])[C:10]1[CH:15]=[CH:14][C:13]([C:16]#[C:17][C:18]#[C:19][CH:20]([OH:24])[CH2:21][CH2:22][OH:23])=[CH:12][CH:11]=1)[C:4]([NH:28][OH:29])=[O:5]. Given the reactants [NH2:1][C:2]([CH3:27])([CH3:26])[C@H:3]([NH:8][C:9](=[O:25])[C:10]1[CH:15]=[CH:14][C:13]([C:16]#[C:17][C:18]#[C:19][CH:20]([OH:24])[CH2:21][CH2:22][OH:23])=[CH:12][CH:11]=1)[C:4](OC)=[O:5].[NH2:28][OH:29].O, predict the reaction product.